The task is: Predict which catalyst facilitates the given reaction.. This data is from Catalyst prediction with 721,799 reactions and 888 catalyst types from USPTO. (1) Reactant: [C:1]([Si:5]([O:8][CH:9]([CH2:14][CH2:15][C:16]1[CH:21]=[CH:20][C:19]([C:22]([CH2:41][CH3:42])([C:25]2[CH:30]=[CH:29][C:28](B3OC(C)(C)C(C)(C)O3)=[C:27]([CH3:40])[CH:26]=2)[CH2:23][CH3:24])=[CH:18][C:17]=1[CH3:43])[C:10]([CH3:13])([CH3:12])[CH3:11])([CH3:7])[CH3:6])([CH3:4])([CH3:3])[CH3:2].[CH2:44]([O:46][C:47](=[O:56])[CH2:48][C:49]1[CH:50]=[N:51][C:52](Br)=[N:53][CH:54]=1)[CH3:45].P([O-])([O-])([O-])=O.[K+].[K+].[K+]. Product: [CH2:44]([O:46][C:47](=[O:56])[CH2:48][C:49]1[CH:50]=[N:51][C:52]([C:28]2[CH:29]=[CH:30][C:25]([C:22]([C:19]3[CH:20]=[CH:21][C:16]([CH2:15][CH2:14][CH:9]([O:8][Si:5]([C:1]([CH3:4])([CH3:3])[CH3:2])([CH3:6])[CH3:7])[C:10]([CH3:11])([CH3:13])[CH3:12])=[C:17]([CH3:43])[CH:18]=3)([CH2:23][CH3:24])[CH2:41][CH3:42])=[CH:26][C:27]=2[CH3:40])=[N:53][CH:54]=1)[CH3:45]. The catalyst class is: 103. (2) Reactant: [I:1][C:2]1[CH:7]=[CH:6][N:5]=[C:4]([O:8][CH3:9])[C:3]=1[CH2:10][OH:11].[CH2:12](Cl)[O:13][CH3:14].C(N(C(C)C)C(C)C)C. Product: [I:1][C:2]1[CH:7]=[CH:6][N:5]=[C:4]([O:8][CH3:9])[C:3]=1[CH2:10][O:11][CH2:12][O:13][CH3:14]. The catalyst class is: 2. (3) Reactant: Br[C:2]1[CH:10]=[C:9]2[C:5]([C:6]([CH3:14])([CH3:13])[C:7](=[O:12])[N:8]2[CH3:11])=[CH:4][CH:3]=1.[N:15]1[CH:20]=[CH:19][C:18](B(O)O)=[CH:17][CH:16]=1.C([O-])([O-])=O.[Na+].[Na+]. Product: [CH3:11][N:8]1[C:9]2[C:5](=[CH:4][CH:3]=[C:2]([C:18]3[CH:19]=[CH:20][N:15]=[CH:16][CH:17]=3)[CH:10]=2)[C:6]([CH3:14])([CH3:13])[C:7]1=[O:12]. The catalyst class is: 117. (4) Reactant: [Cl:1][C:2]1[CH:7]=[CH:6][C:5]([S:8]([NH:11][CH2:12][C:13]2[CH:18]=[CH:17][C:16]([C:19]#[N:20])=[CH:15][CH:14]=2)(=[O:10])=[O:9])=[CH:4][CH:3]=1.C(N(CC)CC)C.Cl.[N:29]1[CH:34]=[CH:33][CH:32]=[CH:31][C:30]=1[C:35](Cl)=[O:36]. Product: [Cl:1][C:2]1[CH:7]=[CH:6][C:5]([S:8]([N:11]([CH2:12][C:13]2[CH:18]=[CH:17][C:16]([C:19]#[N:20])=[CH:15][CH:14]=2)[C:35]([C:30]2[CH:31]=[CH:32][CH:33]=[CH:34][N:29]=2)=[O:36])(=[O:9])=[O:10])=[CH:4][CH:3]=1. The catalyst class is: 4. (5) Reactant: [CH:1]1([NH:4][C:5]2[C:14]3[C:9](=[CH:10][CH:11]=[C:12]([C:15]4[CH:20]=[CH:19][CH:18]=[C:17]([CH2:21][NH:22]C5CC5)[CH:16]=4)[CH:13]=3)[N:8]=[CH:7][N:6]=2)[CH2:3][CH2:2]1.CCN([CH:32]([CH3:34])[CH3:33])C(C)C.Cl[C:36]([O:38]CC)=[O:37]. Product: [CH:32]1([O:38][C:36](=[O:37])[NH:22][CH2:21][C:17]2[CH:18]=[CH:19][CH:20]=[C:15]([C:12]3[CH:13]=[C:14]4[C:9](=[CH:10][CH:11]=3)[N:8]=[CH:7][N:6]=[C:5]4[NH:4][CH:1]3[CH2:3][CH2:2]3)[CH:16]=2)[CH2:34][CH2:33]1. The catalyst class is: 26. (6) Reactant: [CH3:1][O:2][C:3](=[O:29])[CH:4]([C:9]1[C:14]([CH3:15])=[CH:13][CH:12]=[C:11]([CH:16]2[CH2:18][CH2:17]2)[C:10]=1[C:19]1[CH:20]=[C:21]2[C:26](=[CH:27][CH:28]=1)[O:25][CH2:24][CH2:23][CH2:22]2)[O:5][C:6]([CH3:8])=[CH2:7].[H][H]. Product: [CH3:1][O:2][C:3](=[O:29])[CH:4]([C:9]1[C:14]([CH3:15])=[CH:13][CH:12]=[C:11]([CH2:16][CH2:17][CH3:18])[C:10]=1[C:19]1[CH:20]=[C:21]2[C:26](=[CH:27][CH:28]=1)[O:25][CH2:24][CH2:23][CH2:22]2)[O:5][CH:6]([CH3:7])[CH3:8]. The catalyst class is: 43. (7) Reactant: [CH2:1]([N:4]1[C:8]2=[C:9]([N:16]3[CH2:25][CH2:24][C:23]4[C:18](=[CH:19][CH:20]=[CH:21][CH:22]=4)[CH2:17]3)[N:10]=[C:11]([C:13]([OH:15])=O)[CH:12]=[C:7]2[C:6]([CH3:26])=[C:5]1[CH3:27])[CH:2]=[CH2:3].O.ON1C2C=CC=CC=2N=N1.Cl.CN(C)CCCN=C=NCC.C(N(C(C)C)CC)(C)C.[CH3:60][C:61]1[CH:68]=[CH:67][C:64]([CH2:65][NH2:66])=[CH:63][CH:62]=1. Product: [CH2:1]([N:4]1[C:8]2=[C:9]([N:16]3[CH2:25][CH2:24][C:23]4[C:18](=[CH:19][CH:20]=[CH:21][CH:22]=4)[CH2:17]3)[N:10]=[C:11]([C:13]([NH:66][CH2:65][C:64]3[CH:67]=[CH:68][C:61]([CH3:60])=[CH:62][CH:63]=3)=[O:15])[CH:12]=[C:7]2[C:6]([CH3:26])=[C:5]1[CH3:27])[CH:2]=[CH2:3]. The catalyst class is: 4.